From a dataset of Reaction yield outcomes from USPTO patents with 853,638 reactions. Predict the reaction yield, written as a fraction of the theoretical maximum amount of product (1.0 means a 100% yield; for example, 0.34 means a 34% yield). (1) The reactants are [C:1]([O:5][C:6](=[O:25])[CH2:7][CH:8]([N+:22]([O-])=O)[CH:9]([OH:21])[CH2:10][O:11][CH2:12][C:13]1[C:18]([Cl:19])=[CH:17][CH:16]=[CH:15][C:14]=1[Cl:20])([CH3:4])([CH3:3])[CH3:2]. The catalyst is [Ni].CO. The product is [C:1]([O:5][C:6](=[O:25])[CH2:7][CH:8]([NH2:22])[CH:9]([OH:21])[CH2:10][O:11][CH2:12][C:13]1[C:18]([Cl:19])=[CH:17][CH:16]=[CH:15][C:14]=1[Cl:20])([CH3:4])([CH3:2])[CH3:3]. The yield is 1.00. (2) The reactants are Br[C:2]1[CH:3]=[C:4]([CH2:8][N:9]2[CH2:14][CH2:13][N:12]([C:15]3[C:20]([C:21]([O:23][CH:24]([CH3:26])[CH3:25])=[O:22])=[CH:19][CH:18]=[CH:17][N:16]=3)[CH2:11][CH2:10]2)[CH:5]=[CH:6][CH:7]=1.[F:27][C:28]([F:37])([F:36])[C:29]1[CH:34]=[CH:33][CH:32]=[CH:31][C:30]=1[NH2:35].CC(C1C=C(C(C)C)C(C2C=CC=CC=2P(C2CCCCC2)C2CCCCC2)=C(C(C)C)C=1)C.P([O-])([O-])([O-])=O.[K+].[K+].[K+]. The catalyst is C1(C)C=CC=CC=1.CS(C)=O.C([O-])(=O)C.[Pd+2].C([O-])(=O)C. The product is [F:27][C:28]([F:36])([F:37])[C:29]1[CH:34]=[CH:33][CH:32]=[CH:31][C:30]=1[NH:35][C:2]1[CH:3]=[C:4]([CH2:8][N:9]2[CH2:14][CH2:13][N:12]([C:15]3[C:20]([C:21]([O:23][CH:24]([CH3:26])[CH3:25])=[O:22])=[CH:19][CH:18]=[CH:17][N:16]=3)[CH2:11][CH2:10]2)[CH:5]=[CH:6][CH:7]=1. The yield is 0.385. (3) The reactants are [C:1](=S)([NH2:8])[C:2]1[CH:7]=[CH:6][CH:5]=[CH:4][CH:3]=1.C(Br)C1C=CC=CC=1.Br.C(SCC1C=CC=CC=1)(=N)C1C=CC=CC=1.N1C=CC=CC=1.[NH2:41][CH:42]([C:48]#[N:49])[C:43]([O:45][CH2:46][CH3:47])=[O:44]. The catalyst is C1COCC1.C(Cl)(Cl)Cl. The product is [NH2:49][C:48]1[NH:8][C:1]([C:2]2[CH:7]=[CH:6][CH:5]=[CH:4][CH:3]=2)=[N:41][C:42]=1[C:43]([O:45][CH2:46][CH3:47])=[O:44]. The yield is 0.680. (4) The reactants are [CH3:1][N:2]1[CH:6]=[CH:5][CH:4]=[CH:3]1.[CH:7]1[C:16]2[C:11](=[CH:12][CH:13]=[CH:14][CH:15]=2)[CH:10]=[CH:9][C:8]=1[C:17](Cl)=[O:18]. The catalyst is C1(C)C=CC=CC=1. The product is [CH:7]1[C:16]2[C:11](=[CH:12][CH:13]=[CH:14][CH:15]=2)[CH:10]=[CH:9][C:8]=1[C:17]([C:3]1[N:2]([CH3:1])[CH:6]=[CH:5][CH:4]=1)=[O:18]. The yield is 0.900.